This data is from Forward reaction prediction with 1.9M reactions from USPTO patents (1976-2016). The task is: Predict the product of the given reaction. (1) Given the reactants [CH2:1]([O:8][C:9]1[CH:10]=[C:11]2[C:15](=[CH:16][CH:17]=1)[NH:14][C:13]([C:18](OCC)=[O:19])=[CH:12]2)[C:2]1[CH:7]=[CH:6][CH:5]=[CH:4][CH:3]=1.[H-].[Al+3].[Li+].[H-].[H-].[H-], predict the reaction product. The product is: [CH2:1]([O:8][C:9]1[CH:10]=[C:11]2[C:15](=[CH:16][CH:17]=1)[NH:14][C:13]([CH2:18][OH:19])=[CH:12]2)[C:2]1[CH:3]=[CH:4][CH:5]=[CH:6][CH:7]=1. (2) Given the reactants [CH3:1][C@@:2]12[C@@:10]([OH:15])([C:11]([CH2:13][OH:14])=[O:12])[C@H:9]([OH:16])[CH2:8][C@H:7]1[C@@H:6]1[CH2:17][CH2:18][C:19]3[C@@:25]([CH3:26])([C@H:5]1[C@@H:4]([OH:27])[CH2:3]2)[CH:24]=[CH:23][C:21](=[O:22])[CH:20]=3.F.[CH:29]1([CH:35]=O)[CH2:34][CH2:33][CH2:32][CH2:31][CH2:30]1.[OH-:37].[NH4+], predict the reaction product. The product is: [CH3:1][CH:2]([C:7]([O:14][CH2:13][C:11]([C@@:10]12[O:15][C@H:35]([CH:29]3[CH2:30][CH2:31][CH2:32][CH2:33][CH2:34]3)[O:16][C@@H:9]1[CH2:8][C@H:7]1[C@@H:6]3[CH2:17][CH2:18][C:19]4[C@@:25]([CH3:26])([C@H:5]3[C@@H:4]([OH:27])[CH2:3][C@@:2]12[CH3:1])[CH:24]=[CH:23][C:21](=[O:22])[CH:20]=4)=[O:12])=[O:37])[CH3:3]. (3) Given the reactants [Br:1][C:2]1[CH:7]=[CH:6][C:5]([C:8]2([O:13][CH2:14][C:15]([OH:17])=[O:16])[CH2:12][CH2:11][CH2:10][CH2:9]2)=[CH:4][CH:3]=1.IC.[C:20](=O)([O-])[O-].[K+].[K+], predict the reaction product. The product is: [Br:1][C:2]1[CH:3]=[CH:4][C:5]([C:8]2([O:13][CH2:14][C:15]([O:17][CH3:20])=[O:16])[CH2:9][CH2:10][CH2:11][CH2:12]2)=[CH:6][CH:7]=1. (4) Given the reactants O[CH2:2][CH:3]1[O:8][CH2:7][CH2:6][N:5]([C:9]([O:11][C:12]([CH3:15])([CH3:14])[CH3:13])=[O:10])[CH2:4]1.C1(P(C2C=CC=CC=2)C2C=CC=CC=2)C=CC=CC=1.[Cl:35]CC1CCN(C(OC(C)(C)C)=O)CC1, predict the reaction product. The product is: [Cl:35][CH2:2][CH:3]1[O:8][CH2:7][CH2:6][N:5]([C:9]([O:11][C:12]([CH3:15])([CH3:14])[CH3:13])=[O:10])[CH2:4]1. (5) The product is: [CH2:12]([O:1][C:2]1[CH:3]=[C:4]([CH:8]=[CH:9][C:10]=1[O:11][CH2:5][C:4]1[CH:8]=[CH:9][CH:10]=[CH:2][CH:3]=1)[C:5]([OH:7])=[O:6])[C:13]1[CH:18]=[CH:17][CH:16]=[CH:15][CH:14]=1. Given the reactants [OH:1][C:2]1[CH:3]=[C:4]([CH:8]=[CH:9][C:10]=1[OH:11])[C:5]([OH:7])=[O:6].[CH2:12](Br)[C:13]1[CH:18]=[CH:17][CH:16]=[CH:15][CH:14]=1.C(=O)([O-])[O-].[K+].[K+], predict the reaction product. (6) Given the reactants [NH2:1][C@@:2]1([C:16]([OH:18])=[O:17])[C@H:7]([O:8][CH2:9][CH:10]=[CH2:11])[CH2:6][C@@H:5]2[C@H:3]1[C@@:4]2([F:15])[C:12]([OH:14])=[O:13], predict the reaction product. The product is: [NH2:1][C@@:2]1([C:16]([OH:18])=[O:17])[C@H:7]([O:8][CH2:9][CH2:10][CH3:11])[CH2:6][C@@H:5]2[C@H:3]1[C@@:4]2([F:15])[C:12]([OH:14])=[O:13]. (7) Given the reactants [Cl:1][C:2]1[CH:11]=[CH:10][CH:9]=[C:8]2[C:3]=1[CH:4]=[CH:5][C:6](=[O:39])[N:7]2[CH2:12][CH2:13][N:14]1[CH2:19][CH2:18][CH:17]([N:20]([CH2:28][C:29]2[CH:38]=[CH:37][C:32]3[O:33][CH2:34][CH2:35][O:36][C:31]=3[CH:30]=2)C(=O)OC(C)(C)C)[CH2:16][CH2:15]1.Cl.O1CCOCC1, predict the reaction product. The product is: [ClH:1].[Cl:1][C:2]1[CH:11]=[CH:10][CH:9]=[C:8]2[C:3]=1[CH:4]=[CH:5][C:6](=[O:39])[N:7]2[CH2:12][CH2:13][N:14]1[CH2:19][CH2:18][CH:17]([NH:20][CH2:28][C:29]2[CH:38]=[CH:37][C:32]3[O:33][CH2:34][CH2:35][O:36][C:31]=3[CH:30]=2)[CH2:16][CH2:15]1.